This data is from Catalyst prediction with 721,799 reactions and 888 catalyst types from USPTO. The task is: Predict which catalyst facilitates the given reaction. Reactant: II.Br[CH2:4][CH2:5][CH2:6][CH2:7][CH2:8][CH2:9][CH2:10][CH2:11][O:12][CH2:13][C:14]1[CH:19]=[CH:18][CH:17]=[CH:16][CH:15]=1.[CH:20]([O:22][CH3:23])=O.[BH4-].[Na+].Cl. Product: [CH2:13]([O:12][CH2:11][CH2:10][CH2:9][CH2:8][CH2:7][CH2:6][CH2:5][CH2:4][CH:11]([OH:12])[CH2:10][CH2:9][CH2:8][CH2:7][CH2:6][CH2:5][CH2:4][CH2:20][O:22][CH2:23][C:19]1[CH:14]=[CH:15][CH:16]=[CH:17][CH:18]=1)[C:14]1[CH:19]=[CH:18][CH:17]=[CH:16][CH:15]=1. The catalyst class is: 20.